This data is from Catalyst prediction with 721,799 reactions and 888 catalyst types from USPTO. The task is: Predict which catalyst facilitates the given reaction. (1) Reactant: [H-].[Na+].[Br-].[C:4]([CH2:9][P+](C1C=CC=CC=1)(C1C=CC=CC=1)C1C=CC=CC=1)([O:6][CH2:7][CH3:8])=[O:5].[Cl:29][C:30]1[CH:31]=[N:32][CH:33]=[C:34]([CH:37]=1)[CH:35]=O.Cl. Product: [CH2:7]([O:6][C:4](=[O:5])/[CH:9]=[CH:35]/[C:34]1[CH:33]=[N:32][CH:31]=[C:30]([Cl:29])[CH:37]=1)[CH3:8]. The catalyst class is: 16. (2) Reactant: [Br:1][C:2]1[C:3]([NH2:11])=[N:4][CH:5]=[C:6](Br)[C:7]=1[CH2:8][CH3:9].O.[OH:13][C:14]1[CH:19]=[CH:18][C:17](B(O)O)=[CH:16][CH:15]=1.C([O-])([O-])=O.[Na+].[Na+]. Product: [NH2:11][C:3]1[N:4]=[CH:5][C:6]([C:17]2[CH:18]=[CH:19][C:14]([OH:13])=[CH:15][CH:16]=2)=[C:7]([CH2:8][CH3:9])[C:2]=1[Br:1]. The catalyst class is: 184. (3) The catalyst class is: 3. Product: [CH3:15][O:14][C:12](=[O:13])[CH2:11][NH:21][C:20]1[CH:22]=[CH:23][C:17]([Br:16])=[C:18]([C:24]([F:27])([F:25])[F:26])[CH:19]=1. Reactant: C(N(CC)C(C)C)(C)C.Br[CH2:11][C:12]([O:14][CH3:15])=[O:13].[Br:16][C:17]1[CH:23]=[CH:22][C:20]([NH2:21])=[CH:19][C:18]=1[C:24]([F:27])([F:26])[F:25].O. (4) Reactant: [F:1][C:2]([F:28])([F:27])[C:3]1[CH:8]=[CH:7][C:6]([C:9]2[CH:14]=[CH:13][CH:12]=[CH:11][C:10]=2[C:15]([NH:17][C:18]2[CH:26]=[CH:25][C:21]([C:22](O)=[O:23])=[CH:20][CH:19]=2)=[O:16])=[CH:5][CH:4]=1.[CH:29]1[CH:30]=[CH:31][C:32]2[N:37](O)N=[N:35][C:33]=2[CH:34]=1.CCN=C=NCCCN(C)C.Cl.NCC1C=CC=CN=1. Product: [N:35]1[CH:31]=[CH:30][CH:29]=[CH:34][C:33]=1[CH2:32][NH:37][C:22]([C:21]1[CH:25]=[CH:26][C:18]([NH:17][C:15]([C:10]2[C:9]([C:6]3[CH:7]=[CH:8][C:3]([C:2]([F:1])([F:27])[F:28])=[CH:4][CH:5]=3)=[CH:14][CH:13]=[CH:12][CH:11]=2)=[O:16])=[CH:19][CH:20]=1)=[O:23]. The catalyst class is: 255. (5) Reactant: [CH3:1][O:2][C:3](=[O:15])[C:4]1[CH:13]=[C:12]([Cl:14])[CH:11]=[C:6]([C:7]([O:9]C)=[O:8])[CH:5]=1.[OH-].[Na+]. Product: [CH3:1][O:2][C:3](=[O:15])[C:4]1[CH:13]=[C:12]([Cl:14])[CH:11]=[C:6]([C:7]([OH:9])=[O:8])[CH:5]=1. The catalyst class is: 5. (6) Reactant: [CH:1]([O:4][C:5]1[CH:10]=[CH:9][C:8]([CH2:11][C:12]([O:14]C)=[O:13])=[CH:7][CH:6]=1)([CH3:3])[CH3:2].[OH-].[Na+].O. Product: [CH:1]([O:4][C:5]1[CH:10]=[CH:9][C:8]([CH2:11][C:12]([OH:14])=[O:13])=[CH:7][CH:6]=1)([CH3:3])[CH3:2]. The catalyst class is: 5.